From a dataset of Forward reaction prediction with 1.9M reactions from USPTO patents (1976-2016). Predict the product of the given reaction. (1) Given the reactants C(OC([NH:8][C@@H:9]1[CH2:13][CH2:12][N:11]([C:14]2[N:19]3[N:20]=[CH:21][CH:22]=[C:18]3[N:17]=[C:16]([CH3:23])[C:15]=2[CH:24]([CH2:30][CH2:31][CH3:32])[C:25]([O:27][CH2:28][CH3:29])=[O:26])[CH2:10]1)=O)(C)(C)C.FC(F)(F)C(O)=O.C1(C)C=CC=CC=1.[Cl:47][C:48]1[CH:53]=[CH:52][C:51]([S:54](Cl)(=[O:56])=[O:55])=[CH:50][CH:49]=1, predict the reaction product. The product is: [Cl:47][C:48]1[CH:53]=[CH:52][C:51]([S:54]([NH:8][C@@H:9]2[CH2:13][CH2:12][N:11]([C:14]3[N:19]4[N:20]=[CH:21][CH:22]=[C:18]4[N:17]=[C:16]([CH3:23])[C:15]=3[CH:24]([CH2:30][CH2:31][CH3:32])[C:25]([O:27][CH2:28][CH3:29])=[O:26])[CH2:10]2)(=[O:56])=[O:55])=[CH:50][CH:49]=1. (2) Given the reactants [C:1]([N:4]1[CH2:9][CH2:8][CH:7]([C:10](O)=O)[CH2:6][CH2:5]1)(=[O:3])[CH3:2].C(Cl)(=O)[C:14](Cl)=[O:15].[NH2:19][C:20]1[N:25]=[CH:24][C:23]([C:26]2[C:27]([F:34])=[C:28]([CH:31]=[CH:32][CH:33]=2)[CH:29]=[O:30])=[CH:22][N:21]=1.CN(C=O)C, predict the reaction product. The product is: [C:1]([N:4]1[CH2:5][CH2:6][CH:7]([CH2:10][C:14]([NH:19][C:20]2[N:25]=[CH:24][C:23]([C:26]3[CH:33]=[CH:32][CH:31]=[C:28]([CH:29]=[O:30])[C:27]=3[F:34])=[CH:22][N:21]=2)=[O:15])[CH2:8][CH2:9]1)(=[O:3])[CH3:2].